Dataset: Retrosynthesis with 50K atom-mapped reactions and 10 reaction types from USPTO. Task: Predict the reactants needed to synthesize the given product. Given the product Oc1ccc2oc(Nc3ccc(Br)cc3)nc2c1, predict the reactants needed to synthesize it. The reactants are: COc1ccc2oc(Nc3ccc(Br)cc3)nc2c1.